This data is from Catalyst prediction with 721,799 reactions and 888 catalyst types from USPTO. The task is: Predict which catalyst facilitates the given reaction. (1) Reactant: Br[C:2]1[CH:7]=[CH:6][C:5]([C:8]2[CH:13]=[CH:12][C:11]([CH2:14][CH2:15][CH2:16][CH2:17][CH3:18])=[CH:10][CH:9]=2)=[CH:4][CH:3]=1.II.[B:21](OC)([O:24]C)[O:22]C.Cl. Product: [CH2:14]([C:11]1[CH:12]=[CH:13][C:8]([C:5]2[CH:6]=[CH:7][C:2]([B:21]([OH:24])[OH:22])=[CH:3][CH:4]=2)=[CH:9][CH:10]=1)[CH2:15][CH2:16][CH2:17][CH3:18]. The catalyst class is: 1. (2) Reactant: N#N.I[C:4]1[C:5](=[O:14])[N:6]([CH3:13])[CH:7]=[C:8]([N+:10]([O-:12])=[O:11])[CH:9]=1.[S:15]1[CH:19]=[CH:18][N:17]=[CH:16]1.C([O-])(=O)C.[K+]. Product: [CH3:13][N:6]1[CH:7]=[C:8]([N+:10]([O-:12])=[O:11])[CH:9]=[C:4]([C:19]2[S:15][CH:16]=[N:17][CH:18]=2)[C:5]1=[O:14]. The catalyst class is: 128. (3) Reactant: [CH2:1]([O:3][C:4]1[C:5]2[C:6](=[O:31])[N:7]([C:18]3[CH:23]=[CH:22][C:21]([CH2:24][C:25]([O:27][CH2:28][CH3:29])=[O:26])=[CH:20][C:19]=3[F:30])[CH2:8][C:9]=2[C:10]([OH:17])=[C:11]2[CH:16]=[CH:15][CH:14]=[CH:13][C:12]=12)[CH3:2].Cl[C:33]([F:38])([F:37])C([O-])=O.[Na+].C(=O)([O-])[O-].[Na+].[Na+]. Product: [F:37][CH:33]([F:38])[O:17][C:10]1[C:9]2[CH2:8][N:7]([C:18]3[CH:23]=[CH:22][C:21]([CH2:24][C:25]([O:27][CH2:28][CH3:29])=[O:26])=[CH:20][C:19]=3[F:30])[C:6](=[O:31])[C:5]=2[C:4]([O:3][CH2:1][CH3:2])=[C:12]2[CH:13]=[CH:14][CH:15]=[CH:16][C:11]=12. The catalyst class is: 3. (4) Reactant: Cl[C:2]1[C:6]([CH2:7][O:8][C:9]2[CH:14]=[CH:13][C:12]([CH2:15][CH2:16][C:17]([O:19][CH2:20][CH3:21])=[O:18])=[C:11]([CH3:22])[C:10]=2[CH3:23])=[C:5]([C:24]2[CH:29]=[CH:28][C:27]([CH2:30][CH3:31])=[CH:26][CH:25]=2)[S:4][N:3]=1. Product: [CH2:30]([C:27]1[CH:26]=[CH:25][C:24]([C:5]2[S:4][N:3]=[CH:2][C:6]=2[CH2:7][O:8][C:9]2[CH:14]=[CH:13][C:12]([CH2:15][CH2:16][C:17]([O:19][CH2:20][CH3:21])=[O:18])=[C:11]([CH3:22])[C:10]=2[CH3:23])=[CH:29][CH:28]=1)[CH3:31]. The catalyst class is: 349. (5) The catalyst class is: 1. Reactant: [CH3:1][C:2]1[C:7]([O:8][CH2:9][CH:10]([NH2:12])[CH3:11])=[C:6]([CH3:13])[CH:5]=[CH:4][CH:3]=1.C(N[C@H](C(N)=O)CCCN(N1C=CN=C1)C(=N)N)(OC(C)(C)C)=O.FC(F)(F)C(O)=O.CNC. Product: [CH3:13][C:6]1[C:7]([O:8][CH2:9][CH:10]([NH2:12])[CH3:11])=[C:2]([CH3:1])[CH:3]=[CH:4][CH:5]=1.